From a dataset of Full USPTO retrosynthesis dataset with 1.9M reactions from patents (1976-2016). Predict the reactants needed to synthesize the given product. (1) Given the product [F:19][C:5]1[C:6]([NH:8][C:9]2[CH:14]=[CH:13][C:12]3[O:15][CH2:16][CH2:17][O:18][C:11]=3[CH:10]=2)=[N:7][C:2]([NH:28][C:27]2[CH:29]=[CH:30][CH:31]=[C:25]([C:24]3[NH:23][N:22]=[N:21][N:20]=3)[CH:26]=2)=[N:3][CH:4]=1, predict the reactants needed to synthesize it. The reactants are: Cl[C:2]1[N:7]=[C:6]([NH:8][C:9]2[CH:14]=[CH:13][C:12]3[O:15][CH2:16][CH2:17][O:18][C:11]=3[CH:10]=2)[C:5]([F:19])=[CH:4][N:3]=1.[NH:20]1[C:24]([C:25]2[CH:26]=[C:27]([CH:29]=[CH:30][CH:31]=2)[NH2:28])=[N:23][N:22]=[N:21]1. (2) Given the product [Cl:12][C:13]1[CH:14]=[CH:15][C:16]([S:19]([N:22]2[CH:27]3[CH2:28][CH2:29][CH2:30][CH:23]2[C:24]2[CH:32]=[N:11][N:10]([C:7]4[CH:8]=[CH:9][C:4]([CH:1]([CH3:3])[CH3:2])=[CH:5][CH:6]=4)[C:25]=2[CH2:26]3)(=[O:21])=[O:20])=[CH:17][CH:18]=1, predict the reactants needed to synthesize it. The reactants are: [CH:1]([C:4]1[CH:9]=[CH:8][C:7]([NH:10][NH2:11])=[CH:6][CH:5]=1)([CH3:3])[CH3:2].[Cl:12][C:13]1[CH:18]=[CH:17][C:16]([S:19]([N:22]2[CH:27]3[CH2:28][CH2:29][CH2:30][CH:23]2[C:24](=[CH:32]O)[C:25](=O)[CH2:26]3)(=[O:21])=[O:20])=[CH:15][CH:14]=1. (3) The reactants are: [CH3:1][CH:2]([N:4]1[C:8]2[N:9]=[C:10]([C:16]3[CH:21]=[CH:20][N:19]=[CH:18][CH:17]=3)[CH:11]=[C:12]([C:13]([OH:15])=O)[C:7]=2[CH:6]=[N:5]1)[CH3:3].[NH2:22][CH2:23][C:24]1[C:25](=[O:34])[NH:26][C:27]([CH3:33])=[CH:28][C:29]=1[CH:30]1[CH2:32][CH2:31]1.C(Cl)CCl.C1C=NC2N(O)N=NC=2C=1.CN1CCOCC1. Given the product [CH:30]1([C:29]2[CH:28]=[C:27]([CH3:33])[NH:26][C:25](=[O:34])[C:24]=2[CH2:23][NH:22][C:13]([C:12]2[C:7]3[CH:6]=[N:5][N:4]([CH:2]([CH3:1])[CH3:3])[C:8]=3[N:9]=[C:10]([C:16]3[CH:21]=[CH:20][N:19]=[CH:18][CH:17]=3)[CH:11]=2)=[O:15])[CH2:31][CH2:32]1, predict the reactants needed to synthesize it. (4) Given the product [CH2:1]([O:8][C:9]1[CH:17]=[CH:16][C:12]([C:13]([N:44]2[CH2:49][CH2:48][O:47][CH2:46][CH2:45]2)=[O:15])=[C:11]([O:18][CH3:19])[CH:10]=1)[C:2]1[CH:3]=[CH:4][CH:5]=[CH:6][CH:7]=1, predict the reactants needed to synthesize it. The reactants are: [CH2:1]([O:8][C:9]1[CH:17]=[CH:16][C:12]([C:13]([OH:15])=O)=[C:11]([O:18][CH3:19])[CH:10]=1)[C:2]1[CH:7]=[CH:6][CH:5]=[CH:4][CH:3]=1.CN(C(ON1N=NC2C=CC=CC1=2)=[N+](C)C)C.F[P-](F)(F)(F)(F)F.[NH:44]1[CH2:49][CH2:48][O:47][CH2:46][CH2:45]1.CCN(C(C)C)C(C)C. (5) Given the product [C:2]([C:4]1[CH:18]=[CH:17][C:7]([C:8]([NH:10][CH:11]2[CH2:16][CH2:15][N:14]([CH2:34][C@H:32]([OH:33])[C:23]3[C:22]([CH3:21])=[C:30]4[C:26](=[CH:25][CH:24]=3)[C:27](=[O:31])[O:28][CH2:29]4)[CH2:13][CH2:12]2)=[O:9])=[CH:6][C:5]=1[O:19][CH3:20])#[N:3], predict the reactants needed to synthesize it. The reactants are: Cl.[C:2]([C:4]1[CH:18]=[CH:17][C:7]([C:8]([NH:10][CH:11]2[CH2:16][CH2:15][NH:14][CH2:13][CH2:12]2)=[O:9])=[CH:6][C:5]=1[O:19][CH3:20])#[N:3].[CH3:21][C:22]1[C:30]2[CH2:29][O:28][C:27](=[O:31])[C:26]=2[CH:25]=[CH:24][C:23]=1[C@@H:32]1[CH2:34][O:33]1. (6) Given the product [C:30]12([C:18]3[CH:17]=[C:16]([C:5]4[N:6]=[CH:7][C:8]([NH:9][CH2:10][C:11]([O:13][CH2:14][CH3:15])=[O:12])=[CH:3][N:4]=4)[CH:21]=[CH:20][C:19]=3[OH:22])[CH2:37][CH:36]3[CH2:38][CH:32]([CH2:33][CH:34]([CH2:35]3)[CH2:39]1)[CH2:31]2, predict the reactants needed to synthesize it. The reactants are: C([C:3]1[C:8]([NH:9][CH2:10][C:11]([O:13][CH2:14][CH3:15])=[O:12])=[CH:7][N:6]=[C:5]([C:16]2[CH:21]=[CH:20][C:19]([O:22]CC3C=CC=CC=3)=[C:18]([C:30]34[CH2:39][CH:34]5[CH2:35][CH:36]([CH2:38][CH:32]([CH2:33]5)[CH2:31]3)[CH2:37]4)[CH:17]=2)[N:4]=1)C.B(Br)(Br)Br. (7) Given the product [CH3:26][O:27][C:28]1[N:33]=[N:32][C:31]([NH:34][C:44]([N:47]2[CH2:48][CH2:49][C:6](=[CH:5][C:8]3[CH:24]=[CH:23][CH:22]=[C:10]([O:11][C:12]4[CH:17]=[CH:16][C:15]([C:18]([F:19])([F:20])[F:21])=[CH:14][N:13]=4)[CH:9]=3)[CH2:52][CH2:50]2)=[O:55])=[CH:30][CH:29]=1, predict the reactants needed to synthesize it. The reactants are: Cl.N1C[CH2:6][C:5](=[C:8]2[CH:24]=[CH:23][CH:22]=[C:10]([O:11][C:12]3[CH:17]=[CH:16][C:15]([C:18]([F:21])([F:20])[F:19])=[CH:14][N:13]=3)[CH:9]2C)CC1.[CH3:26][O:27][C:28]1[N:33]=[N:32][C:31]([NH:34]C(=O)OC2C=CC=CC=2)=[CH:30][CH:29]=1.[CH:44]([N:47]([CH:50]([CH3:52])C)[CH2:48][CH3:49])(C)C.CS(C)=[O:55].